From a dataset of Reaction yield outcomes from USPTO patents with 853,638 reactions. Predict the reaction yield, written as a fraction of the theoretical maximum amount of product (1.0 means a 100% yield; for example, 0.34 means a 34% yield). (1) The catalyst is C(OCC)(=O)C.CO.[Pd]. The reactants are [O:1]1[CH2:5][CH2:4][O:3][CH:2]1[CH2:6][CH2:7][NH:8][C:9]1[CH:10]=[C:11]([CH:25]=[CH:26][C:27]=1[N+:28]([O-])=O)[C:12]([N:14]([CH2:20][CH2:21][CH:22]([CH3:24])[CH3:23])[CH2:15][CH2:16][CH:17]([CH3:19])[CH3:18])=[O:13]. The yield is 0.890. The product is [NH2:28][C:27]1[CH:26]=[CH:25][C:11]([C:12]([N:14]([CH2:15][CH2:16][CH:17]([CH3:18])[CH3:19])[CH2:20][CH2:21][CH:22]([CH3:23])[CH3:24])=[O:13])=[CH:10][C:9]=1[NH:8][CH2:7][CH2:6][CH:2]1[O:1][CH2:5][CH2:4][O:3]1. (2) The reactants are [Cl:1][C:2]1[CH:7]=[CH:6][N:5]=[C:4]([CH2:8][C:9]([C:11]2[CH:16]=[CH:15][C:14]([F:17])=[CH:13][CH:12]=2)=O)[CH:3]=1.Cl.[NH2:19][OH:20].[OH-].[Na+]. The catalyst is CO. The product is [Cl:1][C:2]1[CH:7]=[CH:6][N:5]=[C:4]([CH2:8][C:9]([C:11]2[CH:16]=[CH:15][C:14]([F:17])=[CH:13][CH:12]=2)=[N:19][OH:20])[CH:3]=1. The yield is 0.840. (3) The reactants are S(=O)(=O)(O)[OH:2].[Cl:6][C:7]1[CH:8]=[CH:9][C:10]([C:13]2[NH:14][C:15]3[N:16]([N:20]=[CH:21][C:22]=3[C:23]#[N:24])[C:17](=[O:19])[CH:18]=2)=[N:11][CH:12]=1. No catalyst specified. The product is [Cl:6][C:7]1[CH:8]=[CH:9][C:10]([C:13]2[NH:14][C:15]3[N:16]([N:20]=[CH:21][C:22]=3[C:23]([NH2:24])=[O:2])[C:17](=[O:19])[CH:18]=2)=[N:11][CH:12]=1. The yield is 0.700. (4) The reactants are [C:1]([O:5][C:6]([N:8]1[CH2:13][CH:12]=[C:11](B2OC(C)(C)C(C)(C)O2)[C:10]([CH3:24])([CH3:23])[CH2:9]1)=[O:7])([CH3:4])([CH3:3])[CH3:2].Br[C:26]1[CH:27]=[C:28]([N+:33]([O-:35])=[O:34])[C:29]([CH3:32])=[N:30][CH:31]=1.P([O-])([O-])([O-])=O.[K+].[K+].[K+].O. The catalyst is O1CCOCC1.[Pd].C1(P(C2C=CC=CC=2)C2C=CC=CC=2)C=CC=CC=1.C1(P(C2C=CC=CC=2)C2C=CC=CC=2)C=CC=CC=1.C1(P(C2C=CC=CC=2)C2C=CC=CC=2)C=CC=CC=1.C1(P(C2C=CC=CC=2)C2C=CC=CC=2)C=CC=CC=1. The product is [C:1]([O:5][C:6]([N:8]1[CH2:13][CH:12]=[C:11]([C:26]2[CH:31]=[N:30][C:29]([CH3:32])=[C:28]([N+:33]([O-:35])=[O:34])[CH:27]=2)[C:10]([CH3:23])([CH3:24])[CH2:9]1)=[O:7])([CH3:2])([CH3:3])[CH3:4]. The yield is 0.600. (5) The yield is 0.842. The product is [Br:1][C:2]1[CH:3]=[C:4]2[C:9](=[CH:10][CH:11]=1)[C:8](=[O:12])[N:7]([C:13]([O:15][C:16]([CH3:19])([CH3:18])[CH3:17])=[O:14])[CH2:6][CH2:5]2. The catalyst is ClCCl.CN(C)C1C=CN=CC=1. The reactants are [Br:1][C:2]1[CH:3]=[C:4]2[C:9](=[CH:10][CH:11]=1)[C:8](=[O:12])[NH:7][CH2:6][CH2:5]2.[C:13](O[C:13]([O:15][C:16]([CH3:19])([CH3:18])[CH3:17])=[O:14])([O:15][C:16]([CH3:19])([CH3:18])[CH3:17])=[O:14]. (6) The reactants are [H-].[Na+].[OH:3][C:4]1[CH:5]=[C:6]2[C:10](=[CH:11][CH:12]=1)[C:9](=[O:13])[NH:8][C:7]2=[O:14].F[C:16]1[CH:21]=[CH:20][C:19]([N+:22]([O-:24])=[O:23])=[CH:18][CH:17]=1. The catalyst is CN(C=O)C.O. The product is [N+:22]([C:19]1[CH:20]=[CH:21][C:16]([O:3][C:4]2[CH:5]=[C:6]3[C:10](=[CH:11][CH:12]=2)[C:9](=[O:13])[NH:8][C:7]3=[O:14])=[CH:17][CH:18]=1)([O-:24])=[O:23]. The yield is 0.620.